The task is: Predict the product of the given reaction.. This data is from Forward reaction prediction with 1.9M reactions from USPTO patents (1976-2016). (1) Given the reactants [OH-].[Na+].[NH2:3][C:4]1[CH:5]=[C:6]([CH:10]=[CH:11][CH:12]=1)[C:7]([OH:9])=[O:8].[C:13](Cl)(=[O:20])[C:14]1[CH:19]=[CH:18][CH:17]=[CH:16][CH:15]=1.Cl, predict the reaction product. The product is: [C:13]([NH:3][C:4]1[CH:5]=[C:6]([CH:10]=[CH:11][CH:12]=1)[C:7]([OH:9])=[O:8])(=[O:20])[C:14]1[CH:19]=[CH:18][CH:17]=[CH:16][CH:15]=1. (2) Given the reactants F[P-](F)(F)(F)(F)F.N1(O[P+](N(C)C)(N(C)C)N(C)C)C2C=CC=CC=2N=N1.[CH:28]1([CH2:34][C@H:35]([N:39]2[CH2:47][C:46]3[C:41](=[CH:42][CH:43]=[CH:44][C:45]=3[Cl:48])[C:40]2=[O:49])[C:36]([OH:38])=O)[CH2:33][CH2:32][CH2:31][CH2:30][CH2:29]1.[NH2:50][C:51]1[CH:56]=[N:55][CH:54]=[CH:53][N:52]=1.C1(C[C@H](N2CC3C(=CC=CC=3)C2=O)C(NC2SC=CN=2)=O)CCCCC1, predict the reaction product. The product is: [CH:28]1([CH2:34][C@H:35]([N:39]2[CH2:47][C:46]3[C:41](=[CH:42][CH:43]=[CH:44][C:45]=3[Cl:48])[C:40]2=[O:49])[C:36]([NH:50][C:51]2[CH:56]=[N:55][CH:54]=[CH:53][N:52]=2)=[O:38])[CH2:29][CH2:30][CH2:31][CH2:32][CH2:33]1.